The task is: Predict the reactants needed to synthesize the given product.. This data is from Full USPTO retrosynthesis dataset with 1.9M reactions from patents (1976-2016). Given the product [Cl:12][C:11]1[C:2]([NH:13][S:14]([C:17]2[CH:18]=[CH:19][C:20]([C:21]([N:23]([CH3:25])[CH3:24])=[O:22])=[CH:26][CH:27]=2)(=[O:15])=[O:16])=[N:3][C:4]2[C:9]([N:10]=1)=[CH:8][CH:7]=[CH:6][CH:5]=2, predict the reactants needed to synthesize it. The reactants are: Cl[C:2]1[C:11]([Cl:12])=[N:10][C:9]2[C:4](=[CH:5][CH:6]=[CH:7][CH:8]=2)[N:3]=1.[NH2:13][S:14]([C:17]1[CH:27]=[CH:26][C:20]([C:21]([N:23]([CH3:25])[CH3:24])=[O:22])=[CH:19][CH:18]=1)(=[O:16])=[O:15].C([O-])([O-])=O.[K+].[K+].